Dataset: Full USPTO retrosynthesis dataset with 1.9M reactions from patents (1976-2016). Task: Predict the reactants needed to synthesize the given product. Given the product [Cl:21][C:22]1[C:27]2[C:12](=[O:14])[C:11]3[C:10](=[CH:18][CH:17]=[CH:16][CH:15]=3)[S:9][C:26]=2[C:25]([OH:28])=[CH:24][CH:23]=1, predict the reactants needed to synthesize it. The reactants are: [C:12]([OH:14])(=O)[C:11]1[CH:15]=[CH:16][CH:17]=[CH:18][C:10]=1[S:9][S:9][C:10]1[CH:18]=[CH:17][CH:16]=[CH:15][C:11]=1[C:12]([OH:14])=O.[Cl:21][C:22]1[CH:27]=[CH:26][C:25]([OH:28])=[CH:24][CH:23]=1.